This data is from Forward reaction prediction with 1.9M reactions from USPTO patents (1976-2016). The task is: Predict the product of the given reaction. (1) Given the reactants [NH2:1][C:2]1[CH:3]=[N:4][CH:5]=[CH:6][C:7]=1[N:8]1[CH2:13][C@H:12]([CH3:14])[CH2:11][C@H:10]([NH:15][C:16](=[O:22])[O:17][C:18]([CH3:21])([CH3:20])[CH3:19])[CH2:9]1.[C:23]([O:27][C:28]([NH:30][C:31]1[O:39][C:38]2[C:33](=[N:34][CH:35]=[C:36]([C:40]3[CH:41]=[N:42][CH:43]=[N:44][CH:45]=3)[CH:37]=2)[C:32]=1[C:46](O)=[O:47])=[O:29])([CH3:26])([CH3:25])[CH3:24].CCN(C(C)C)C(C)C.CN(C(ON1N=NC2C=CC=NC1=2)=[N+](C)C)C.F[P-](F)(F)(F)(F)F, predict the reaction product. The product is: [C:18]([O:17][C:16]([NH:15][C@H:10]1[CH2:11][C@@H:12]([CH3:14])[CH2:13][N:8]([C:7]2[CH:6]=[CH:5][N:4]=[CH:3][C:2]=2[NH:1][C:46]([C:32]2[C:33]3=[N:34][CH:35]=[C:36]([C:40]4[CH:45]=[N:44][CH:43]=[N:42][CH:41]=4)[CH:37]=[C:38]3[O:39][C:31]=2[NH:30][C:28](=[O:29])[O:27][C:23]([CH3:25])([CH3:24])[CH3:26])=[O:47])[CH2:9]1)=[O:22])([CH3:21])([CH3:20])[CH3:19]. (2) Given the reactants [NH:1]1[C:9]2[C:4](=[C:5]([C:10]3[N:11]=[C:12]([N:29]4[CH2:34][CH2:33][O:32][CH2:31][CH2:30]4)[C:13]4[S:18][C:17]([C:19]56[CH2:26][CH2:25][C:22]([CH2:27][NH2:28])([CH2:23][CH2:24]5)[CH2:21][O:20]6)=[CH:16][C:14]=4[N:15]=3)[CH:6]=[CH:7][CH:8]=2)[CH:3]=[N:2]1.CCN(C(C)C)C(C)C.[C:44](Cl)(=[O:47])[CH:45]=[CH2:46].CO.C(Cl)Cl, predict the reaction product. The product is: [NH:1]1[C:9]2[C:4](=[C:5]([C:10]3[N:11]=[C:12]([N:29]4[CH2:34][CH2:33][O:32][CH2:31][CH2:30]4)[C:13]4[S:18][C:17]([C:19]56[CH2:26][CH2:25][C:22]([CH2:27][NH:28][C:44](=[O:47])[CH:45]=[CH2:46])([CH2:23][CH2:24]5)[CH2:21][O:20]6)=[CH:16][C:14]=4[N:15]=3)[CH:6]=[CH:7][CH:8]=2)[CH:3]=[N:2]1. (3) Given the reactants [CH3:1][O:2][C:3]1[C:10]([O:11][C:12]2[CH:17]=[C:16]([CH3:18])[CH:15]=[CH:14][C:13]=2[N+:19]([O-:21])=[O:20])=[CH:9][CH:8]=[CH:7][C:4]=1[CH:5]=O.CN.[C:24]([BH3-])#[N:25].[Na+].[C:28]([OH:35])(=[O:34])/[CH:29]=[CH:30]/[C:31]([OH:33])=[O:32], predict the reaction product. The product is: [C:28]([OH:35])(=[O:34])/[CH:29]=[CH:30]/[C:31]([OH:33])=[O:32].[CH3:1][O:2][C:3]1[C:10]([O:11][C:12]2[CH:17]=[C:16]([CH3:18])[CH:15]=[CH:14][C:13]=2[N+:19]([O-:21])=[O:20])=[CH:9][CH:8]=[CH:7][C:4]=1[CH2:5][CH2:24][NH2:25]. (4) Given the reactants [F:1][C:2]1[CH:7]=[CH:6][C:5]([C:8]([F:11])([F:10])[F:9])=[CH:4][C:3]=1[OH:12].CC(C)=O.C(=O)([O-])[O-].[K+].[K+].Br[CH2:24][C:25]#[N:26], predict the reaction product. The product is: [F:1][C:2]1[CH:7]=[CH:6][C:5]([C:8]([F:10])([F:11])[F:9])=[CH:4][C:3]=1[O:12][CH2:24][C:25]#[N:26]. (5) Given the reactants [NH2:1][C:2]1[CH:3]=[C:4]([NH:8][C:9]2[C:18]3[C:13](=[CH:14][CH:15]=[CH:16][CH:17]=3)[C:12](=[O:19])[NH:11][N:10]=2)[CH:5]=[CH:6][CH:7]=1.[CH3:20][O:21][C:22]1[CH:27]=[CH:26][C:25]([C:28]2[N:32]=[C:31]([CH2:33][CH2:34][C:35](O)=[O:36])[O:30][N:29]=2)=[CH:24][CH:23]=1.C1C=CC2N(O)N=NC=2C=1.CN(C(ON1N=NC2C=CC=NC1=2)=[N+](C)C)C.F[P-](F)(F)(F)(F)F.C(N(C(C)C)CC)(C)C, predict the reaction product. The product is: [CH3:20][O:21][C:22]1[CH:23]=[CH:24][C:25]([C:28]2[N:32]=[C:31]([CH2:33][CH2:34][C:35]([NH:1][C:2]3[CH:7]=[CH:6][CH:5]=[C:4]([NH:8][C:9]4[C:18]5[C:13](=[CH:14][CH:15]=[CH:16][CH:17]=5)[C:12](=[O:19])[NH:11][N:10]=4)[CH:3]=3)=[O:36])[O:30][N:29]=2)=[CH:26][CH:27]=1.